This data is from Reaction yield outcomes from USPTO patents with 853,638 reactions. The task is: Predict the reaction yield, written as a fraction of the theoretical maximum amount of product (1.0 means a 100% yield; for example, 0.34 means a 34% yield). (1) The reactants are C(=O)([O-])OC[C:4]1[CH:9]=[C:8]([N+:10]([O-:12])=[O:11])[C:7]([CH2:13][CH3:14])=[CH:6][C:5]=1[C:15]([CH3:18])([CH3:17])[CH3:16].[OH-:21].[K+].O. The catalyst is CO. The product is [C:15]([C:5]1[CH:6]=[C:7]([CH2:13][CH3:14])[C:8]([N+:10]([O-:12])=[O:11])=[CH:9][C:4]=1[OH:21])([CH3:18])([CH3:17])[CH3:16]. The yield is 0.910. (2) The reactants are [Cl:1][C:2]1[CH:9]=[CH:8][C:5]([NH:6][CH3:7])=[CH:4][CH:3]=1.[CH2:10]([O:12][C:13]([C:15]1[NH:16][CH:17]=[C:18]([CH:20]=O)[CH:19]=1)=[O:14])[CH3:11].C([BH3-])#N.[Na+].C([O-])([O-])=O.[K+].[K+]. The catalyst is C(O)(=O)C.CO. The product is [CH2:10]([O:12][C:13]([C:15]1[NH:16][CH:17]=[C:18]([CH2:20][N:6]([C:5]2[CH:8]=[CH:9][C:2]([Cl:1])=[CH:3][CH:4]=2)[CH3:7])[CH:19]=1)=[O:14])[CH3:11]. The yield is 0.760. (3) The reactants are [O:1]1[CH2:6][CH2:5][O:4]CC1.N([CH:11]([CH3:13])[CH3:12])C(C)C.Br[C:15]1[CH:20]=[CH:19][C:18]([C:21]([C:23]([C:25]2[CH:30]=[CH:29][C:28](Br)=[CH:27][CH:26]=2)=O)=O)=[CH:17][CH:16]=1.[C:32]([C:34]1[CH:39]=[CH:38][C:37]([C:40]([F:43])([F:42])[F:41])=[CH:36][CH:35]=1)#[CH:33]. The catalyst is C(OCC)(=O)C.C1C=CC(C#N)=CC=1.C1C=CC(C#N)=CC=1.Cl[Pd]Cl.[Cu]I.P(C(C)(C)C)(C(C)(C)C)C(C)(C)C. The product is [F:41][C:40]([F:43])([F:42])[C:15]1[CH:20]=[CH:19][C:18]([C:21]#[C:23][C:25]2[CH:30]=[CH:29][C:28]([C:5](=[O:4])[C:6]([C:12]3[CH:11]=[CH:13][C:34]([C:33]#[C:32][C:34]4[CH:39]=[CH:38][C:37]([C:40]([F:41])([F:42])[F:43])=[CH:36][CH:35]=4)=[CH:32][CH:33]=3)=[O:1])=[CH:27][CH:26]=2)=[CH:17][CH:16]=1. The yield is 0.740. (4) The reactants are [CH2:1](Br)[C:2]1[CH:7]=[CH:6][CH:5]=[CH:4][CH:3]=1.Br[C:10]1[CH:15]=[CH:14][C:13]([CH:16]2[O:20][CH2:19][CH2:18][O:17]2)=[CH:12][N:11]=1. The catalyst is [Zn].[Ni](Cl)Cl.C1(P(C2C=CC=CC=2)C2C=CC=CC=2)C=CC=CC=1.C1(P(C2C=CC=CC=2)C2C=CC=CC=2)C=CC=CC=1.O1CCCC1. The product is [CH2:1]([C:10]1[CH:15]=[CH:14][C:13]([CH:16]2[O:17][CH2:18][CH2:19][O:20]2)=[CH:12][N:11]=1)[C:2]1[CH:7]=[CH:6][CH:5]=[CH:4][CH:3]=1. The yield is 0.620. (5) The reactants are [N:1]1[CH:6]=[CH:5][CH:4]=[CH:3][C:2]=1[CH2:7][O:8][C:9]1[CH:14]=[CH:13][NH:12][C:11](=[O:15])[CH:10]=1.Br[C:17]1[CH:25]=[C:24]2[C:20]([C:21]3[CH2:30][CH2:29][N:28]([C:31]([O:33][C:34]([CH3:37])([CH3:36])[CH3:35])=[O:32])[CH2:27][C:22]=3[N:23]2[CH3:26])=[CH:19][CH:18]=1. The yield is 0.510. The product is [CH3:26][N:23]1[C:24]2[C:20](=[CH:19][CH:18]=[C:17]([N:12]3[CH:13]=[CH:14][C:9]([O:8][CH2:7][C:2]4[CH:3]=[CH:4][CH:5]=[CH:6][N:1]=4)=[CH:10][C:11]3=[O:15])[CH:25]=2)[C:21]2[CH2:30][CH2:29][N:28]([C:31]([O:33][C:34]([CH3:37])([CH3:36])[CH3:35])=[O:32])[CH2:27][C:22]1=2. No catalyst specified. (6) The reactants are [NH2:1][C:2]1[S:3][C:4]2[CH:10]=[C:9]([S:11]([CH3:14])(=[O:13])=[O:12])[CH:8]=[CH:7][C:5]=2[N:6]=1.N1C=CC=CC=1.Cl[C:22]([O:24][C:25]1[CH:30]=[CH:29][C:28]([F:31])=[CH:27][CH:26]=1)=[O:23]. The catalyst is C(Cl)Cl. The product is [F:31][C:28]1[CH:29]=[CH:30][C:25]([O:24][C:22](=[O:23])[NH:1][C:2]2[S:3][C:4]3[CH:10]=[C:9]([S:11]([CH3:14])(=[O:13])=[O:12])[CH:8]=[CH:7][C:5]=3[N:6]=2)=[CH:26][CH:27]=1. The yield is 0.860.